Dataset: hERG potassium channel inhibition data for cardiac toxicity prediction from Karim et al.. Task: Regression/Classification. Given a drug SMILES string, predict its toxicity properties. Task type varies by dataset: regression for continuous values (e.g., LD50, hERG inhibition percentage) or binary classification for toxic/non-toxic outcomes (e.g., AMES mutagenicity, cardiotoxicity, hepatotoxicity). Dataset: herg_karim. The compound is CC/N=C(/c1ccc(OC)c(OC)c1)N1CCCc2cc(C3=NNC(=O)SC3(C)C)ccc21. The result is 1 (blocker).